Predict the product of the given reaction. From a dataset of Forward reaction prediction with 1.9M reactions from USPTO patents (1976-2016). (1) Given the reactants Br[C:2]1[CH:7]=[CH:6][C:5]([C:8]2[CH:13]=[CH:12][C:11]([OH:14])=[CH:10][CH:9]=2)=[CH:4][CH:3]=1.[CH:15]1[C:27]2[NH:26][C:25]3[C:20](=[CH:21][CH:22]=[CH:23][CH:24]=3)[C:19]=2[CH:18]=[CH:17][CH:16]=1.C1(C)C=CC=CC=1.C(P(C(C)(C)C)C(C)(C)C)(C)(C)C.CC([O-])(C)C.[Na+], predict the reaction product. The product is: [CH:24]1[C:25]2[N:26]([C:2]3[CH:7]=[CH:6][C:5]([C:8]4[CH:13]=[CH:12][C:11]([OH:14])=[CH:10][CH:9]=4)=[CH:4][CH:3]=3)[C:27]3[C:19](=[CH:18][CH:17]=[CH:16][CH:15]=3)[C:20]=2[CH:21]=[CH:22][CH:23]=1. (2) Given the reactants [C:1]([C:5]1[CH:6]=[C:7]([NH:21][C:22]([NH:24][C:25]2[CH:30]=[CH:29][C:28]([O:31][C:32]3[CH:37]=[CH:36][N:35]=[CH:34][CH:33]=3)=[CH:27][CH:26]=2)=[O:23])[N:8]([C:10]2[CH:15]=[CH:14][CH:13]=[C:12]([NH:16][CH2:17][CH2:18][CH2:19][OH:20])[CH:11]=2)[N:9]=1)([CH3:4])([CH3:3])[CH3:2].[CH3:38][N:39]([CH3:44])[S:40](Cl)(=[O:42])=[O:41].CCN(C(C)C)C(C)C, predict the reaction product. The product is: [C:1]([C:5]1[CH:6]=[C:7]([NH:21][C:22]([NH:24][C:25]2[CH:26]=[CH:27][C:28]([O:31][C:32]3[CH:33]=[CH:34][N:35]=[CH:36][CH:37]=3)=[CH:29][CH:30]=2)=[O:23])[N:8]([C:10]2[CH:15]=[CH:14][CH:13]=[C:12]([N:16]([S:40]([N:39]([CH3:44])[CH3:38])(=[O:42])=[O:41])[CH2:17][CH2:18][CH2:19][OH:20])[CH:11]=2)[N:9]=1)([CH3:4])([CH3:2])[CH3:3]. (3) Given the reactants F[C:2]1[CH:10]=[C:9]([C:11]([F:14])([F:13])[F:12])[CH:8]=[C:7]([F:15])[C:3]=1[C:4]([OH:6])=[O:5].Br[Mg][CH:18]1[CH2:20][CH2:19]1.[NH4+].[Cl-], predict the reaction product. The product is: [CH:18]1([C:2]2[CH:10]=[C:9]([C:11]([F:14])([F:13])[F:12])[CH:8]=[C:7]([F:15])[C:3]=2[C:4]([OH:6])=[O:5])[CH2:20][CH2:19]1. (4) Given the reactants CC(OI1(OC(C)=O)(OC(C)=O)OC(=O)C2C=CC=CC1=2)=O.[Br:23][C:24]1[CH:54]=[CH:53][C:27]([CH2:28][CH:29]([NH:42][C:43](=[O:52])[O:44][CH2:45][C:46]2[CH:51]=[CH:50][CH:49]=[CH:48][CH:47]=2)[C:30]([NH:32][CH2:33][CH:34]([OH:41])[CH2:35][C:36]([CH3:40])([CH3:39])[CH2:37][CH3:38])=[O:31])=[CH:26][CH:25]=1, predict the reaction product. The product is: [Br:23][C:24]1[CH:25]=[CH:26][C:27]([CH2:28][CH:29]([NH:42][C:43](=[O:52])[O:44][CH2:45][C:46]2[CH:47]=[CH:48][CH:49]=[CH:50][CH:51]=2)[C:30]([NH:32][CH2:33][C:34](=[O:41])[CH2:35][C:36]([CH3:39])([CH3:40])[CH2:37][CH3:38])=[O:31])=[CH:53][CH:54]=1. (5) Given the reactants [C:1]([O:5][C:6]([N:8]1[CH2:13][CH2:12][C:11](=O)[CH2:10][CH:9]1[CH2:15][CH3:16])=[O:7])([CH3:4])([CH3:3])[CH3:2].[F:17][C:18]([F:32])([F:31])[C:19]1[CH:20]=[C:21]([CH:24]=[C:25]([C:27]([F:30])([F:29])[F:28])[CH:26]=1)[CH2:22][NH2:23].[BH4-].[Na+], predict the reaction product. The product is: [C:1]([O:5][C:6]([N:8]1[CH2:13][CH2:12][CH:11]([NH:23][CH2:22][C:21]2[CH:24]=[C:25]([C:27]([F:28])([F:29])[F:30])[CH:26]=[C:19]([C:18]([F:17])([F:31])[F:32])[CH:20]=2)[CH2:10][CH:9]1[CH2:15][CH3:16])=[O:7])([CH3:4])([CH3:3])[CH3:2]. (6) Given the reactants [O:1]1[CH2:5][CH2:4][O:3][CH:2]1[C:6]1[CH:11]=[CH:10][C:9]([CH2:12][OH:13])=[CH:8][CH:7]=1.C(N(CC)CC)C.[CH3:21][S:22](Cl)(=[O:24])=[O:23], predict the reaction product. The product is: [CH3:21][S:22]([O:13][CH2:12][C:9]1[CH:8]=[CH:7][C:6]([CH:2]2[O:3][CH2:4][CH2:5][O:1]2)=[CH:11][CH:10]=1)(=[O:24])=[O:23]. (7) Given the reactants ClC1C(OC2C=CC(OC(F)(F)F)=C(Cl)C=2)=CC(F)=C(C=1)C(OC(C)(C)C)=O.[Cl:29][C:30]1[C:31]([O:44][C:45]2[CH:46]=[N:47][C:48]([Cl:52])=[C:49]([Cl:51])[CH:50]=2)=[CH:32][C:33]([F:43])=[C:34]([CH:42]=1)[C:35]([O:37]C(C)(C)C)=[O:36], predict the reaction product. The product is: [Cl:29][C:30]1[C:31]([O:44][C:45]2[CH:46]=[N:47][C:48]([Cl:52])=[C:49]([Cl:51])[CH:50]=2)=[CH:32][C:33]([F:43])=[C:34]([CH:42]=1)[C:35]([OH:37])=[O:36].